From a dataset of Forward reaction prediction with 1.9M reactions from USPTO patents (1976-2016). Predict the product of the given reaction. (1) Given the reactants O[C:2]1[C:3]2[N:11]=[CH:10][CH:9]=[C:8]([C:12]([NH2:14])=[O:13])[C:4]=2[N:5]=[CH:6][N:7]=1.Cl.[NH2:16][C@@H:17]([C:33]1[CH:38]=[CH:37][C:36]([Cl:39])=[C:35]([CH3:40])[CH:34]=1)[CH2:18][N:19]([CH3:32])S(C1C=CC([N+]([O-])=O)=CC=1)(=O)=O, predict the reaction product. The product is: [Cl:39][C:36]1[CH:37]=[CH:38][C:33]([C@H:17]([NH:16][C:2]2[C:3]3[N:11]=[CH:10][CH:9]=[C:8]([C:12]([NH2:14])=[O:13])[C:4]=3[N:5]=[CH:6][N:7]=2)[CH2:18][NH:19][CH3:32])=[CH:34][C:35]=1[CH3:40]. (2) Given the reactants [C:1]([C:5]1[O:9][N:8]=[C:7]([C:10]2[CH:15]=[C:14](Cl)[C:13]([CH:17]3[CH2:19][CH2:18]3)=[CH:12][N:11]=2)[N:6]=1)([CH3:4])([CH3:3])[CH3:2].[CH2:20]1[C:23]2([CH2:26][NH:25][CH2:24]2)[CH2:22][O:21]1.C([O-])([O-])=O.[Cs+].[Cs+], predict the reaction product. The product is: [C:1]([C:5]1[O:9][N:8]=[C:7]([C:10]2[CH:15]=[C:14]([N:25]3[CH2:26][C:23]4([CH2:20][O:21][CH2:22]4)[CH2:24]3)[C:13]([CH:17]3[CH2:19][CH2:18]3)=[CH:12][N:11]=2)[N:6]=1)([CH3:4])([CH3:3])[CH3:2]. (3) Given the reactants [OH:1][C:2]1[CH:7]=[C:6]([O:8][CH2:9][CH2:10][O:11][CH3:12])[CH:5]=[CH:4][C:3]=1/[CH:13]=[CH:14]/[C:15]([O:17][CH2:18][CH3:19])=[O:16].N1C=CC=CC=1.[S:26](O[S:26]([C:29]([F:32])([F:31])[F:30])(=[O:28])=[O:27])([C:29]([F:32])([F:31])[F:30])(=[O:28])=[O:27].O, predict the reaction product. The product is: [CH3:12][O:11][CH2:10][CH2:9][O:8][C:6]1[CH:5]=[CH:4][C:3](/[CH:13]=[CH:14]/[C:15]([O:17][CH2:18][CH3:19])=[O:16])=[C:2]([O:1][S:26]([C:29]([F:32])([F:31])[F:30])(=[O:28])=[O:27])[CH:7]=1. (4) Given the reactants [Br:1][C:2]1[CH:7]=[CH:6][C:5]([C:8]2[N:9]=[C:10]([C:23]3[CH:28]=[CH:27][C:26]([F:29])=[C:25]([F:30])[CH:24]=3)[O:11][C:12]=2[C@@H:13]2[CH2:18][CH2:17][CH2:16][CH2:15][C@H:14]2[C:19]([O:21]C)=[O:20])=[CH:4][CH:3]=1.[OH-].[Na+].Cl, predict the reaction product. The product is: [Br:1][C:2]1[CH:7]=[CH:6][C:5]([C:8]2[N:9]=[C:10]([C:23]3[CH:28]=[CH:27][C:26]([F:29])=[C:25]([F:30])[CH:24]=3)[O:11][C:12]=2[C@@H:13]2[CH2:18][CH2:17][CH2:16][CH2:15][C@H:14]2[C:19]([OH:21])=[O:20])=[CH:4][CH:3]=1.